This data is from Catalyst prediction with 721,799 reactions and 888 catalyst types from USPTO. The task is: Predict which catalyst facilitates the given reaction. (1) Reactant: [CH3:1][O:2][C:3]1[CH:9]=[CH:8][C:7]([O:10][CH3:11])=[CH:6][C:4]=1[NH2:5].C(N(CC)CC)C.[Cl-].ClC1N(C)CC[NH+]1C.[CH3:28][O:29][C:30]1[C:31](=[O:54])[C:32]([CH3:53])=[C:33]([CH2:39][C:40]2[CH:41]=[CH:42][C:43]([O:49][C:50](=[O:52])[CH3:51])=[C:44]([CH:48]=2)[C:45](O)=[O:46])[C:34](=[O:38])[C:35]=1[O:36][CH3:37]. Product: [CH3:28][O:29][C:30]1[C:31](=[O:54])[C:32]([CH3:53])=[C:33]([CH2:39][C:40]2[CH:41]=[CH:42][C:43]([O:49][C:50](=[O:52])[CH3:51])=[C:44]([CH:48]=2)[C:45]([NH:5][C:4]2[CH:6]=[C:7]([O:10][CH3:11])[CH:8]=[CH:9][C:3]=2[O:2][CH3:1])=[O:46])[C:34](=[O:38])[C:35]=1[O:36][CH3:37]. The catalyst class is: 2. (2) Reactant: I[CH2:2][C@H:3]1[CH2:14][CH2:13][C:12]2[S:11][C:10]3[C:5](=[C:6]([O:15][CH:16]4[CH2:21][CH2:20][CH:19]([N:22]5[CH2:27][CH2:26][O:25][CH2:24][CH2:23]5)[CH2:18][CH2:17]4)[N:7]=[CH:8][N:9]=3)[C:4]1=2.C1OCCOCCOCCOCCOCCOC1.C(=O)([O-])[O-].[K+].[K+].[C:52]([CH2:54][C:55]([O:57][CH2:58][CH3:59])=[O:56])#[N:53]. The catalyst class is: 48. Product: [C:52]([CH:54]([CH2:2][C@H:3]1[CH2:14][CH2:13][C:12]2[S:11][C:10]3[C:5](=[C:6]([O:15][CH:16]4[CH2:21][CH2:20][CH:19]([N:22]5[CH2:27][CH2:26][O:25][CH2:24][CH2:23]5)[CH2:18][CH2:17]4)[N:7]=[CH:8][N:9]=3)[C:4]1=2)[C:55]([O:57][CH2:58][CH3:59])=[O:56])#[N:53]. (3) Reactant: [C:1]([C:4]1[CH:11]=[CH:10][C:7]([C:8]#[N:9])=[CH:6][CH:5]=1)(=O)[CH3:2].C([O-])=O.[NH4+:15].C(O)(=O)C. Product: [NH2:15][CH:1]([C:4]1[CH:11]=[CH:10][C:7]([C:8]#[N:9])=[CH:6][CH:5]=1)[CH3:2]. The catalyst class is: 5. (4) Reactant: [CH3:1][C@@H:2]1[CH2:7][N:6](C(OC(C)(C)C)=O)[C@H:5]([CH2:15][NH:16][C:17]2[N:22]=[CH:21][C:20]([C:23]([F:26])([F:25])[F:24])=[CH:19][N:18]=2)[CH2:4][CH2:3]1.C(O)(C(F)(F)F)=O. Product: [CH3:1][C@@H:2]1[CH2:7][NH:6][C@H:5]([CH2:15][NH:16][C:17]2[N:18]=[CH:19][C:20]([C:23]([F:25])([F:24])[F:26])=[CH:21][N:22]=2)[CH2:4][CH2:3]1. The catalyst class is: 2. (5) The catalyst class is: 292. Product: [NH2:31][C:13]1[CH:14]=[C:15]([NH:18][C:19](=[O:30])[C:20]2[CH:25]=[CH:24][CH:23]=[C:22]([C:26]([F:29])([F:27])[F:28])[CH:21]=2)[CH:16]=[CH:17][C:12]=1[S:11][C:8]1[CH:9]=[CH:10][C:5]([C:1]([CH3:3])([CH3:4])[CH3:2])=[CH:6][CH:7]=1. Reactant: [C:1]([C:5]1[CH:10]=[CH:9][C:8]([S:11][C:12]2[CH:17]=[CH:16][C:15]([NH:18][C:19](=[O:30])[C:20]3[CH:25]=[CH:24][CH:23]=[C:22]([C:26]([F:29])([F:28])[F:27])[CH:21]=3)=[CH:14][C:13]=2[N+:31]([O-])=O)=[CH:7][CH:6]=1)([CH3:4])([CH3:3])[CH3:2].[NH4+].[Cl-].